From a dataset of Catalyst prediction with 721,799 reactions and 888 catalyst types from USPTO. Predict which catalyst facilitates the given reaction. (1) Reactant: [Cl:1][CH2:2][CH2:3][O:4][C:5]1[CH:10]=[C:9](F)[CH:8]=[CH:7][C:6]=1[N+:12]([O-:14])=[O:13].[OH:15][CH2:16][CH2:17][OH:18].C(=O)([O-])[O-].[Cs+].[Cs+]. The catalyst class is: 18. Product: [Cl:1][CH2:2][CH2:3][O:4][C:5]1[CH:10]=[C:9]([CH:8]=[CH:7][C:6]=1[N+:12]([O-:14])=[O:13])[O:15][CH2:16][CH2:17][OH:18]. (2) Reactant: O1C[CH2:4][CH2:3][CH2:2]1.[CH3:6][O:7][C:8]1[CH:15]=[CH:14][CH:13]=[CH:12][C:9]=1[CH:10]=[O:11].C([Mg]Br)(C)C.Cl. Product: [CH3:6][O:7][C:8]1[CH:15]=[CH:14][CH:13]=[CH:12][C:9]=1[CH:10]([OH:11])[CH:3]([CH3:4])[CH3:2]. The catalyst class is: 6. (3) Reactant: [CH3:1][C:2]1[C:3]([C:22]([OH:24])=O)=[CH:4][C:5]2[C:6]3[N:15]([CH:16]4[CH2:21][CH2:20][O:19][CH2:18][CH2:17]4)[N:14]=[CH:13][C:7]=3[C:8](=[O:12])[NH:9][C:10]=2[CH:11]=1.[N:25]1[CH:30]=[CH:29][CH:28]=[C:27]([CH2:31][N:32]2[CH2:37][CH2:36][NH:35][CH2:34][CH2:33]2)[CH:26]=1.CCN(C(C)C)C(C)C.CN(C(ON1N=NC2C=CC=CC1=2)=[N+](C)C)C.[B-](F)(F)(F)F.C(=O)([O-])O.[Na+].C(OCC)(=O)C.[ClH:80]. Product: [ClH:80].[ClH:80].[CH3:1][C:2]1[C:3]([C:22]([N:35]2[CH2:36][CH2:37][N:32]([CH2:31][C:27]3[CH:26]=[N:25][CH:30]=[CH:29][CH:28]=3)[CH2:33][CH2:34]2)=[O:24])=[CH:4][C:5]2[C:6]3[N:15]([CH:16]4[CH2:21][CH2:20][O:19][CH2:18][CH2:17]4)[N:14]=[CH:13][C:7]=3[C:8](=[O:12])[NH:9][C:10]=2[CH:11]=1. The catalyst class is: 475. (4) Reactant: Br[C:2]1[N:7]=[C:6]([Cl:8])[C:5]2[N:9]=[C:10]([C:14]3[C:15]([NH2:19])=[N:16][O:17][N:18]=3)[N:11]([CH2:12][CH3:13])[C:4]=2[CH:3]=1.[Li]CCCC.[CH:25](=[O:32])[C:26]1[CH:31]=[CH:30][CH:29]=[CH:28][CH:27]=1. Product: [NH2:19][C:15]1[C:14]([C:10]2[N:11]([CH2:12][CH3:13])[C:4]3[CH:3]=[C:2]([CH:25]([C:26]4[CH:31]=[CH:30][CH:29]=[CH:28][CH:27]=4)[OH:32])[N:7]=[C:6]([Cl:8])[C:5]=3[N:9]=2)=[N:18][O:17][N:16]=1. The catalyst class is: 1.